Dataset: Forward reaction prediction with 1.9M reactions from USPTO patents (1976-2016). Task: Predict the product of the given reaction. (1) Given the reactants [Br:1][C:2]1[CH:11]=[C:10]2[C:5]([CH2:6][CH2:7][CH2:8][C:9]2=[O:12])=[C:4]([F:13])[CH:3]=1.[BH4-].[Na+].O, predict the reaction product. The product is: [Br:1][C:2]1[CH:11]=[C:10]2[C:5]([CH2:6][CH2:7][CH2:8][CH:9]2[OH:12])=[C:4]([F:13])[CH:3]=1. (2) Given the reactants Br[CH2:2][CH2:3][CH2:4][CH2:5][CH2:6][CH2:7][N:8]1[C:12]2[CH:13]=[CH:14][CH:15]=[CH:16][C:11]=2[N:10]([C:17]2[CH:22]=[CH:21][CH:20]=[CH:19][C:18]=2[F:23])[S:9]1(=[O:25])=[O:24].[CH3:26][NH:27][CH3:28], predict the reaction product. The product is: [F:23][C:18]1[CH:19]=[CH:20][CH:21]=[CH:22][C:17]=1[N:10]1[C:11]2[CH:16]=[CH:15][CH:14]=[CH:13][C:12]=2[N:8]([CH2:7][CH2:6][CH2:5][CH2:4][CH2:3][CH2:2][N:27]([CH3:28])[CH3:26])[S:9]1(=[O:25])=[O:24].